Dataset: Peptide-MHC class I binding affinity with 185,985 pairs from IEDB/IMGT. Task: Regression. Given a peptide amino acid sequence and an MHC pseudo amino acid sequence, predict their binding affinity value. This is MHC class I binding data. (1) The peptide sequence is AYISSEAETPV. The MHC is Patr-A0901 with pseudo-sequence Patr-A0901. The binding affinity (normalized) is 0.646. (2) The peptide sequence is AVRHFPRIW. The MHC is HLA-B54:01 with pseudo-sequence HLA-B54:01. The binding affinity (normalized) is 0. (3) The peptide sequence is PIQKETWDTW. The MHC is HLA-B51:01 with pseudo-sequence HLA-B51:01. The binding affinity (normalized) is 0.0202. (4) The peptide sequence is ANRLTTLQR. The MHC is HLA-A26:01 with pseudo-sequence HLA-A26:01. The binding affinity (normalized) is 0.0847. (5) The MHC is HLA-A02:01 with pseudo-sequence HLA-A02:01. The peptide sequence is LLRVISGVL. The binding affinity (normalized) is 0.310. (6) The peptide sequence is LLDCIMYQS. The MHC is HLA-A02:03 with pseudo-sequence HLA-A02:03. The binding affinity (normalized) is 0.286. (7) The peptide sequence is TRYPLTFGW. The MHC is HLA-B18:01 with pseudo-sequence HLA-B18:01. The binding affinity (normalized) is 0. (8) The peptide sequence is NPEIEDDIF. The MHC is HLA-B35:01 with pseudo-sequence HLA-B35:01. The binding affinity (normalized) is 0.422.